From a dataset of Reaction yield outcomes from USPTO patents with 853,638 reactions. Predict the reaction yield, written as a fraction of the theoretical maximum amount of product (1.0 means a 100% yield; for example, 0.34 means a 34% yield). (1) The reactants are [CH3:1][C:2]1[O:6][N:5]=[C:4]([C:7]2[CH:12]=[CH:11][CH:10]=[CH:9][CH:8]=2)[C:3]=1[CH2:13][NH:14][C:15]1[CH:23]=[CH:22][C:18]([C:19]([OH:21])=O)=[CH:17][N:16]=1.F[B-](F)(F)F.N1(OC(N(C)C)=[N+](C)C)C2C=CC=CC=2N=N1.C(N(CC)C(C)C)(C)C.[CH2:55]([CH2:57][NH2:58])[OH:56]. The catalyst is C(OCC)(=O)C.CN(C=O)C. The product is [OH:56][CH2:55][CH2:57][NH:58][C:19](=[O:21])[C:18]1[CH:22]=[CH:23][C:15]([NH:14][CH2:13][C:3]2[C:4]([C:7]3[CH:8]=[CH:9][CH:10]=[CH:11][CH:12]=3)=[N:5][O:6][C:2]=2[CH3:1])=[N:16][CH:17]=1. The yield is 0.880. (2) The reactants are [N+:1]([O-:4])(O)=[O:2].[Br:5][C:6]1[CH:11]=[CH:10][C:9]([CH:12]([CH3:14])[CH3:13])=[CH:8][CH:7]=1. No catalyst specified. The product is [Br:5][C:6]1[CH:11]=[CH:10][C:9]([CH:12]([CH3:14])[CH3:13])=[CH:8][C:7]=1[N+:1]([O-:4])=[O:2]. The yield is 0.840. (3) The reactants are [NH2:1][C:2]1[CH:3]=[CH:4][C:5]([C:18]([CH3:21])([CH3:20])[CH3:19])=[C:6]([NH:8][C:9](=[O:17])[CH2:10][N:11]2[CH2:16][CH2:15][O:14][CH2:13][CH2:12]2)[CH:7]=1.Cl.[C:23]1([C:29]2[CH:37]=[CH:36][C:32]([C:33](O)=[O:34])=[CH:31][N:30]=2)[CH:28]=[CH:27][CH:26]=[CH:25][CH:24]=1.C(N(C(C)C)CC)(C)C. The catalyst is CN(C=O)C. The product is [C:18]([C:5]1[CH:4]=[CH:3][C:2]([NH:1][C:33](=[O:34])[C:32]2[CH:36]=[CH:37][C:29]([C:23]3[CH:28]=[CH:27][CH:26]=[CH:25][CH:24]=3)=[N:30][CH:31]=2)=[CH:7][C:6]=1[NH:8][C:9](=[O:17])[CH2:10][N:11]1[CH2:12][CH2:13][O:14][CH2:15][CH2:16]1)([CH3:21])([CH3:20])[CH3:19]. The yield is 0.150. (4) The reactants are [Cl:1][C:2]1[C:7]([C:8](OCC)=[O:9])=[CH:6][N:5]=[C:4]([Cl:13])[CH:3]=1.CC(C[AlH]CC(C)C)C.O.[OH-].[Na+]. The catalyst is C(Cl)Cl. The product is [Cl:1][C:2]1[C:7]([CH:8]=[O:9])=[CH:6][N:5]=[C:4]([Cl:13])[CH:3]=1. The yield is 0.650. (5) The reactants are [CH3:1][O:2][C:3]1[CH:9]=[CH:8][C:6]([NH2:7])=[C:5]([C:10]2[S:11][CH:12]=[CH:13][N:14]=2)[CH:4]=1.[N:15]([C:18]1[S:19][C:20]([C:23]([F:26])([F:25])[F:24])=[N:21][N:22]=1)=[C:16]=[O:17]. The catalyst is C1COCC1.CN(C)C1C=CN=CC=1. The product is [CH3:1][O:2][C:3]1[CH:9]=[CH:8][C:6]([NH:7][C:16]([NH:15][C:18]2[S:19][C:20]([C:23]([F:25])([F:24])[F:26])=[N:21][N:22]=2)=[O:17])=[C:5]([C:10]2[S:11][CH:12]=[CH:13][N:14]=2)[CH:4]=1. The yield is 0.450. (6) The reactants are Br[C:2]1[CH:3]=[C:4]2[C:11]([C:12]([NH:14][CH3:15])=[O:13])=[C:10]([C:16]3[CH:21]=[CH:20][C:19]([F:22])=[CH:18][CH:17]=3)[O:9][C:5]2=[N:6][C:7]=1[Cl:8].[C:23]([O:27][C:28]([C:30]1[CH:31]=[C:32](B(O)O)[CH:33]=[CH:34][CH:35]=1)=[O:29])([CH3:26])([CH3:25])[CH3:24].C(=O)([O-])[O-].[Cs+].[Cs+].N#N. The catalyst is O.CN(C=O)C.C1C=CC([P]([Pd]([P](C2C=CC=CC=2)(C2C=CC=CC=2)C2C=CC=CC=2)([P](C2C=CC=CC=2)(C2C=CC=CC=2)C2C=CC=CC=2)[P](C2C=CC=CC=2)(C2C=CC=CC=2)C2C=CC=CC=2)(C2C=CC=CC=2)C2C=CC=CC=2)=CC=1. The product is [Cl:8][C:7]1[N:6]=[C:5]2[O:9][C:10]([C:16]3[CH:21]=[CH:20][C:19]([F:22])=[CH:18][CH:17]=3)=[C:11]([C:12](=[O:13])[NH:14][CH3:15])[C:4]2=[CH:3][C:2]=1[C:34]1[CH:35]=[C:30]([CH:31]=[CH:32][CH:33]=1)[C:28]([O:27][C:23]([CH3:25])([CH3:26])[CH3:24])=[O:29]. The yield is 0.830. (7) The reactants are C([O-])([O-])=O.[K+].[K+].Br[CH2:8][C:9]([C:11]1[C:16]([CH3:17])=[CH:15][C:14]([CH3:18])=[CH:13][C:12]=1[CH3:19])=[O:10].[OH:20][C:21]1[CH:22]=[N:23][CH:24]=[CH:25][CH:26]=1. The catalyst is CC(C)=O. The product is [N:23]1[CH:24]=[CH:25][CH:26]=[C:21]([O:20][CH2:8][C:9]([C:11]2[C:16]([CH3:17])=[CH:15][C:14]([CH3:18])=[CH:13][C:12]=2[CH3:19])=[O:10])[CH:22]=1. The yield is 0.170. (8) The reactants are Cl[CH2:2][CH2:3][C:4]12[CH2:10][CH:7]([CH2:8][CH2:9]1)[CH:6]=[CH:5]2.CS(C)=O.[C-:15]#[N:16].[Na+]. The catalyst is CC(OC)(C)C. The product is [C:15]([CH2:2][CH2:3][C:4]12[CH2:10][CH:7]([CH2:8][CH2:9]1)[CH:6]=[CH:5]2)#[N:16]. The yield is 0.995.